The task is: Predict the reactants needed to synthesize the given product.. This data is from Full USPTO retrosynthesis dataset with 1.9M reactions from patents (1976-2016). Given the product [CH3:17][C:5]([S:7]([CH2:10][CH2:11][CH:12]([CH3:13])[CH3:19])(=[O:8])=[O:9])([CH3:6])[C:4]([OH:3])=[O:18], predict the reactants needed to synthesize it. The reactants are: C([O:3][C:4](=[O:18])[C:5]([CH3:17])([S:7]([CH2:10][CH2:11][CH2:12][C:13](F)(F)F)(=[O:9])=[O:8])[CH3:6])C.[CH3:19][Si](C)(C)[O-].[K+].Cl.